Dataset: HIV replication inhibition screening data with 41,000+ compounds from the AIDS Antiviral Screen. Task: Binary Classification. Given a drug SMILES string, predict its activity (active/inactive) in a high-throughput screening assay against a specified biological target. (1) The molecule is COC(=O)C1CCC(=O)N1CN(C(C)=O)c1ccccc1. The result is 0 (inactive). (2) The compound is CC(N)S(=O)(=O)O. The result is 0 (inactive).